From a dataset of Full USPTO retrosynthesis dataset with 1.9M reactions from patents (1976-2016). Predict the reactants needed to synthesize the given product. (1) The reactants are: C1CC(C(O)=O)NCC1.C(C1C=CN=CC=1)CC.C(C1C=C[N+]([O-])=CC=1)CC.OO.C(C1C=C(CCC)C=CN=1)#N.[CH2:42]([C:45]1[CH:50]=[CH:49][N:48]=[C:47]([C:51](=O)[CH2:52][CH2:53][CH2:54]C)[CH:46]=1)[CH2:43][CH3:44].C([Mg]I)CCC. Given the product [CH2:42]([C:45]1[CH:50]=[CH:49][N:48]=[C:47]([CH2:51][CH2:52][CH2:53][CH3:54])[CH:46]=1)[CH2:43][CH3:44], predict the reactants needed to synthesize it. (2) Given the product [F:40][C:41]([F:46])([F:45])[C:42]([OH:44])=[O:43].[CH2:1]([O:8][CH2:9][CH2:10][C:11]1[N:12]=[C:13]([C:16]2[CH:21]=[CH:20][CH:19]=[CH:18][C:17]=2[NH:22][C:23](=[O:24])[O:25][CH2:26][CH:27]2[CH2:28][CH2:29][NH:30][CH2:31][CH2:32]2)[S:14][CH:15]=1)[C:2]1[CH:7]=[CH:6][CH:5]=[CH:4][CH:3]=1, predict the reactants needed to synthesize it. The reactants are: [CH2:1]([O:8][CH2:9][CH2:10][C:11]1[N:12]=[C:13]([C:16]2[CH:21]=[CH:20][CH:19]=[CH:18][C:17]=2[NH:22][C:23]([O:25][CH2:26][CH:27]2[CH2:32][CH2:31][N:30](C(OC(C)(C)C)=O)[CH2:29][CH2:28]2)=[O:24])[S:14][CH:15]=1)[C:2]1[CH:7]=[CH:6][CH:5]=[CH:4][CH:3]=1.[F:40][C:41]([F:46])([F:45])[C:42]([OH:44])=[O:43]. (3) Given the product [CH3:1][O:2][C:3]([C:5]1[N:6]([S:22]([CH3:25])(=[O:24])=[O:23])[CH:7]=[C:8]([C:10]2[N:11]([C:12]3[CH:17]=[CH:16][CH:15]=[C:14]([F:18])[C:13]=3[F:19])[N:26]=[N:21][N:20]=2)[CH:9]=1)=[O:4], predict the reactants needed to synthesize it. The reactants are: [CH3:1][O:2][C:3]([C:5]1[N:6]([S:22]([CH3:25])(=[O:24])=[O:23])[CH:7]=[C:8]([C:10](=[N:20][NH2:21])[NH:11][C:12]2[CH:17]=[CH:16][CH:15]=[C:14]([F:18])[C:13]=2[F:19])[CH:9]=1)=[O:4].[N:26]([O-])=O.[Na+].[OH-].[Na+]. (4) Given the product [CH3:46][O:47][C:48](=[O:55])[C@@H:49]([NH:50][C:37]([C:35]1[CH:34]=[N:33][C:32]([N:40]2[CH2:45][CH2:44][CH2:43][CH2:42][CH2:41]2)=[C:31]([O:30][CH2:29][CH2:28][O:27][CH3:26])[N:36]=1)=[O:39])[CH2:51][CH:52]([CH3:54])[CH3:53], predict the reactants needed to synthesize it. The reactants are: OC[C@@H](NC(C1C=NC(N2CCCC2)=C(OCCC)N=1)=O)CC(C)C.[CH3:26][O:27][CH2:28][CH2:29][O:30][C:31]1[N:36]=[C:35]([C:37]([OH:39])=O)[CH:34]=[N:33][C:32]=1[N:40]1[CH2:45][CH2:44][CH2:43][CH2:42][CH2:41]1.[CH3:46][O:47][C:48](=[O:55])[C@H:49]([CH2:51][CH:52]([CH3:54])[CH3:53])[NH2:50].